Dataset: Reaction yield outcomes from USPTO patents with 853,638 reactions. Task: Predict the reaction yield, written as a fraction of the theoretical maximum amount of product (1.0 means a 100% yield; for example, 0.34 means a 34% yield). The reactants are CN.O=[C:4]1[CH2:20][CH2:19][C:7]2([CH2:11][N:10]([C:12]([O:14][C:15]([CH3:18])([CH3:17])[CH3:16])=[O:13])[CH2:9][CH2:8]2)[CH2:6][CH2:5]1.[BH3-][C:22]#[N:23].[Na+]. No catalyst specified. The product is [CH3:22][NH:23][CH:4]1[CH2:20][CH2:19][C:7]2([CH2:11][N:10]([C:12]([O:14][C:15]([CH3:18])([CH3:17])[CH3:16])=[O:13])[CH2:9][CH2:8]2)[CH2:6][CH2:5]1. The yield is 0.757.